From a dataset of Peptide-MHC class I binding affinity with 185,985 pairs from IEDB/IMGT. Regression. Given a peptide amino acid sequence and an MHC pseudo amino acid sequence, predict their binding affinity value. This is MHC class I binding data. The peptide sequence is RQAELSKAY. The MHC is HLA-A26:03 with pseudo-sequence HLA-A26:03. The binding affinity (normalized) is 0.0847.